Dataset: Reaction yield outcomes from USPTO patents with 853,638 reactions. Task: Predict the reaction yield, written as a fraction of the theoretical maximum amount of product (1.0 means a 100% yield; for example, 0.34 means a 34% yield). The reactants are [CH2:1]([O:4]N1C(=O)N2C[C@H]1C=C(C)[C@H]2C(N)=O)C=C.[CH2:18]([O:21][NH:22][C@H:23]1[CH2:28][NH:27][C@H:26]([C:29]([NH2:31])=[O:30])[C:25]([CH:32]([CH3:34])[CH3:33])=[CH:24]1)[CH:19]=[CH2:20]. No catalyst specified. The product is [CH2:18]([O:21][N:22]1[C:1](=[O:4])[N:27]2[CH2:28][C@H:23]1[CH:24]=[C:25]([CH:32]([CH3:34])[CH3:33])[C@H:26]2[C:29]([NH2:31])=[O:30])[CH:19]=[CH2:20]. The yield is 0.770.